From a dataset of Reaction yield outcomes from USPTO patents with 853,638 reactions. Predict the reaction yield, written as a fraction of the theoretical maximum amount of product (1.0 means a 100% yield; for example, 0.34 means a 34% yield). (1) The reactants are [CH3:1][N:2]1[CH2:8][CH2:7][CH2:6][C:5]2[O:9][C:10]3[CH:15]=[C:14]([N:16]4[CH:21]=[CH:20][C:19]([O:22][CH2:23][C:24]5[CH:29]=[CH:28][CH:27]=[C:26]([C:30]([F:33])([F:32])[F:31])[N:25]=5)=[CH:18][C:17]4=[O:34])[CH:13]=[CH:12][C:11]=3[C:4]=2[CH2:3]1.[ClH:35].CCOCC. The catalyst is CO. The product is [ClH:35].[CH3:1][N:2]1[CH2:8][CH2:7][CH2:6][C:5]2[O:9][C:10]3[CH:15]=[C:14]([N:16]4[CH:21]=[CH:20][C:19]([O:22][CH2:23][C:24]5[CH:29]=[CH:28][CH:27]=[C:26]([C:30]([F:32])([F:33])[F:31])[N:25]=5)=[CH:18][C:17]4=[O:34])[CH:13]=[CH:12][C:11]=3[C:4]=2[CH2:3]1. The yield is 0.570. (2) The reactants are [Br:1][C:2]1[CH:7]=[C:6]([F:8])[CH:5]=[CH:4][C:3]=1[C@H:9]1[C:14]([C:15]([O:17][CH2:18][CH3:19])=[O:16])=[C:13]([CH2:20]Br)[NH:12][C:11]([C:22]2[S:23][CH:24]=[CH:25][N:26]=2)=[N:10]1.FC(F)(F)C(O)=O.[F:34][C:35]1([F:43])[CH2:39][NH:38][C@H:37]([C:40]([OH:42])=[O:41])[CH2:36]1.C(=O)([O-])[O-].[K+].[K+]. The catalyst is C(O)C. The product is [Br:1][C:2]1[CH:7]=[C:6]([F:8])[CH:5]=[CH:4][C:3]=1[C@@H:9]1[N:10]=[C:11]([C:22]2[S:23][CH:24]=[CH:25][N:26]=2)[NH:12][C:13]([CH2:20][N:38]2[CH2:39][C:35]([F:43])([F:34])[CH2:36][C@H:37]2[C:40]([OH:42])=[O:41])=[C:14]1[C:15]([O:17][CH2:18][CH3:19])=[O:16]. The yield is 0.240. (3) The reactants are Cl.[CH2:2]1[C:7]2([CH2:12][CH2:11][NH:10][CH2:9][CH2:8]2)[CH2:6][CH2:5][N:4]([C:13](OC(C)(C)C)=O)[CH2:3]1.[CH3:20][C:21]1([CH3:32])[O:25][C:24]2[CH:26]=[CH:27][CH:28]=[C:29](C=O)[C:23]=2[O:22]1. No catalyst specified. The product is [CH3:20][C:21]1([CH3:32])[O:22][C:23]2[CH:29]=[CH:28][CH:27]=[C:26]([CH2:13][N:4]3[CH2:3][CH2:2][C:7]4([CH2:8][CH2:9][NH:10][CH2:11][CH2:12]4)[CH2:6][CH2:5]3)[C:24]=2[O:25]1. The yield is 0.510. (4) The reactants are [NH:1]1[CH:5]=[CH:4][CH:3]=[N:2]1.[H-].[Na+].Cl[C:9]1[CH:18]=[CH:17][C:12]([C:13]([O:15][CH3:16])=[O:14])=[CH:11][N:10]=1.[NH4+].[Cl-]. The catalyst is CS(C)=O. The product is [CH3:16][O:15][C:13](=[O:14])[C:12]1[CH:17]=[CH:18][C:9]([N:1]2[CH:5]=[CH:4][CH:3]=[N:2]2)=[N:10][CH:11]=1. The yield is 0.930.